This data is from Reaction yield outcomes from USPTO patents with 853,638 reactions. The task is: Predict the reaction yield, written as a fraction of the theoretical maximum amount of product (1.0 means a 100% yield; for example, 0.34 means a 34% yield). (1) The reactants are [C:1]([O:5][C:6]([N:8]1[CH:13]([CH2:14][OH:15])[CH2:12][CH:11]2[CH:9]1[CH2:10]2)=[O:7])([CH3:4])([CH3:3])[CH3:2].C(N(CC)CC)C.[CH3:23][S:24](Cl)(=[O:26])=[O:25]. The catalyst is ClCCl. The product is [C:1]([O:5][C:6]([N:8]1[CH:13]([CH2:14][O:15][S:24]([CH3:23])(=[O:26])=[O:25])[CH2:12][CH:11]2[CH:9]1[CH2:10]2)=[O:7])([CH3:4])([CH3:3])[CH3:2]. The yield is 0.900. (2) The reactants are [S:1]1[CH:5]=[CH:4][CH:3]=[C:2]1[C:6](=[O:10])[CH2:7][C:8]#[N:9].C(N(CC)CC)C.C(O)=O. The catalyst is CC1C=CC(C(C)C)=CC=1.CC1C=CC(S([N-][C@H]([C@@H](N)C2C=CC=CC=2)C2C=CC=CC=2)(=O)=O)=CC=1.[Cl-].[Ru+2].O. The product is [S:1]1[CH:5]=[CH:4][CH:3]=[C:2]1[CH:6]([OH:10])[CH2:7][C:8]#[N:9]. The yield is 0.920. (3) The reactants are C(OC(=O)[NH:7][C@@H:8]([CH2:45][CH:46]([CH3:48])[CH3:47])[CH2:9][O:10][C:11]1[CH:12]=[CH:13][C:14]2[C:24]3[C:19](=[CH:20][N:21]=[C:22]([N:25](CC4C=CC(OC)=CC=4)CC4C=CC(OC)=CC=4)[CH:23]=3)[CH:18]([CH3:44])[O:17][C:15]=2[CH:16]=1)(C)(C)C.C(O)(C(F)(F)F)=O. The catalyst is ClCCl. The product is [NH2:7][C@@H:8]([CH2:45][CH:46]([CH3:48])[CH3:47])[CH2:9][O:10][C:11]1[CH:12]=[CH:13][C:14]2[C:24]3[C:19](=[CH:20][N:21]=[C:22]([NH2:25])[CH:23]=3)[CH:18]([CH3:44])[O:17][C:15]=2[CH:16]=1. The yield is 0.420. (4) The reactants are [CH3:1][O:2][C:3]1[CH:36]=[CH:35][C:6]([CH2:7][N:8]2[C:12]3=[N:13][CH:14]=[CH:15][C:16]([O:17][C:18]4[CH:23]=[C:22]([Cl:24])[C:21]([NH2:25])=[CH:20][C:19]=4[F:26])=[C:11]3[C:10]([NH:27][CH:28]3[CH2:33][CH2:32][N:31]([CH3:34])[CH2:30][CH2:29]3)=[N:9]2)=[CH:5][CH:4]=1.[F:37][C:38]1[CH:43]=[CH:42][C:41]([N:44]2[C:49](=[O:50])[C:48]([C:51](O)=[O:52])=[CH:47][CH:46]=[N:45]2)=[CH:40][CH:39]=1.C(N(CC)CC)C.CCN=C=NCCCN(C)C.C1C=CC2N(O)N=NC=2C=1. The catalyst is C(Cl)Cl. The product is [CH3:1][O:2][C:3]1[CH:4]=[CH:5][C:6]([CH2:7][N:8]2[C:12]3=[N:13][CH:14]=[CH:15][C:16]([O:17][C:18]4[C:19]([F:26])=[CH:20][C:21]([NH:25][C:51]([C:48]5[C:49](=[O:50])[N:44]([C:41]6[CH:42]=[CH:43][C:38]([F:37])=[CH:39][CH:40]=6)[N:45]=[CH:46][CH:47]=5)=[O:52])=[C:22]([Cl:24])[CH:23]=4)=[C:11]3[C:10]([NH:27][CH:28]3[CH2:33][CH2:32][N:31]([CH3:34])[CH2:30][CH2:29]3)=[N:9]2)=[CH:35][CH:36]=1. The yield is 0.541. (5) The reactants are [CH3:1][O:2][C:3]1[CH:21]=[CH:20][C:6]([C:7]([C:9]2[C:14]3[N:15]([CH3:19])[C:16](=O)[NH:17][C:13]=3[CH:12]=[CH:11][CH:10]=2)=[O:8])=[CH:5][CH:4]=1.P(Cl)(Cl)([Cl:24])=O. The catalyst is C(OCC)(=O)C. The product is [Cl:24][C:16]1[N:15]([CH3:19])[C:14]2[C:9]([C:7]([C:6]3[CH:20]=[CH:21][C:3]([O:2][CH3:1])=[CH:4][CH:5]=3)=[O:8])=[CH:10][CH:11]=[CH:12][C:13]=2[N:17]=1. The yield is 0.800. (6) The reactants are [C:1]([C:4]1[C:5]([O:22][CH3:23])=[C:6]([C:12]2[CH:17]=[CH:16][C:15]([C:18]([OH:20])=O)=[C:14]([F:21])[CH:13]=2)[C:7]([CH3:11])=[C:8]([Cl:10])[CH:9]=1)(=[O:3])[CH3:2].Cl.[NH:25]1[CH2:28][CH:27]([C:29]#[N:30])[CH2:26]1.F[P-](F)(F)(F)(F)F.N1(O[P+](N(C)C)(N(C)C)N(C)C)C2C=CC=CC=2N=N1.C(N(CC)C(C)C)(C)C. The catalyst is CN(C)C=O.C(OCC)(=O)C. The product is [C:1]([C:4]1[C:5]([O:22][CH3:23])=[C:6]([C:12]2[CH:17]=[CH:16][C:15]([C:18]([N:25]3[CH2:28][CH:27]([C:29]#[N:30])[CH2:26]3)=[O:20])=[C:14]([F:21])[CH:13]=2)[C:7]([CH3:11])=[C:8]([Cl:10])[CH:9]=1)(=[O:3])[CH3:2]. The yield is 0.300. (7) The reactants are [CH2:1]([C:3]1[C:4](=[O:15])[N:5]([C:9]2[CH:14]=[CH:13][CH:12]=[CH:11][CH:10]=2)[NH:6][C:7]=1[CH3:8])[CH3:2].I[CH3:17]. The catalyst is C(#N)C. The product is [CH2:1]([C:3]1[C:4](=[O:15])[N:5]([C:9]2[CH:10]=[CH:11][CH:12]=[CH:13][CH:14]=2)[N:6]([CH3:17])[C:7]=1[CH3:8])[CH3:2]. The yield is 0.460. (8) The reactants are Br[C:2]1[CH:3]=[C:4]2[C:9](=[CH:10][CH:11]=1)[N:8]=[CH:7][C:6]([C:12]([CH:14]1[CH2:16][CH2:15]1)=[O:13])=[C:5]2[NH:17][C:18]1[CH:19]=[N:20][C:21]([N:24]2[CH2:28][CH2:27][CH:26]([NH:29]C(=O)OC(C)(C)C)[CH2:25]2)=[N:22][CH:23]=1.[Cl:37][C:38]1[CH:43]=[C:42](B2OC(C)(C)C(C)(C)O2)[CH:41]=[C:40]([F:53])[C:39]=1[OH:54]. No catalyst specified. The product is [NH2:29][CH:26]1[CH2:27][CH2:28][N:24]([C:21]2[N:22]=[CH:23][C:18]([NH:17][C:5]3[C:4]4[C:9](=[CH:10][CH:11]=[C:2]([C:42]5[CH:41]=[C:40]([F:53])[C:39]([OH:54])=[C:38]([Cl:37])[CH:43]=5)[CH:3]=4)[N:8]=[CH:7][C:6]=3[C:12]([CH:14]3[CH2:16][CH2:15]3)=[O:13])=[CH:19][N:20]=2)[CH2:25]1. The yield is 0.450. (9) The reactants are [NH2:1][C:2](=[N:8][OH:9])[C:3]([O:5][CH2:6][CH3:7])=[O:4].[C:10]([O:14][C:15]([NH:17][CH2:18][CH2:19][C:20](O[C:20](=O)[CH2:19][CH2:18][NH:17][C:15]([O:14][C:10]([CH3:13])([CH3:12])[CH3:11])=[O:16])=O)=[O:16])([CH3:13])([CH3:12])[CH3:11]. The catalyst is N1C=CC=CC=1. The product is [C:10]([O:14][C:15]([NH:17][CH2:18][CH2:19][C:20]1[O:9][N:8]=[C:2]([C:3]([O:5][CH2:6][CH3:7])=[O:4])[N:1]=1)=[O:16])([CH3:13])([CH3:12])[CH3:11]. The yield is 0.780.